From a dataset of Forward reaction prediction with 1.9M reactions from USPTO patents (1976-2016). Predict the product of the given reaction. (1) Given the reactants [BH4-].[Li+].C1COCC1.Cl[Si](C)(C)C.Cl.[NH2:14][CH:15]([CH2:19][C:20]([F:23])([F:22])[F:21])[C:16](O)=[O:17], predict the reaction product. The product is: [NH2:14][CH:15]([CH2:19][C:20]([F:23])([F:22])[F:21])[CH2:16][OH:17]. (2) Given the reactants [NH2:1][C:2]1[C:11]2[N:12]=[C:13]3[CH2:19][NH:18][C:17](=O)[CH2:16][CH:15]([CH3:21])[N:14]3[C:10]=2[C:9]2[C:4](=[CH:5][CH:6]=[CH:7][CH:8]=2)[N:3]=1, predict the reaction product. The product is: [CH3:21][CH:15]1[N:14]2[C:10]3[C:9]4[C:4](=[CH:5][CH:6]=[CH:7][CH:8]=4)[N:3]=[C:2]([NH2:1])[C:11]=3[N:12]=[C:13]2[CH2:19][NH:18][CH2:17][CH2:16]1. (3) Given the reactants [NH:1]1[C:9]2[C:4](=[CH:5][C:6]([NH:10][CH:11]3[CH2:16][CH2:15][C:14](=O)[CH2:13][CH2:12]3)=[CH:7][CH:8]=2)[CH:3]=[N:2]1.[NH2:18][CH:19]([C:21]([CH3:24])([CH3:23])[CH3:22])[CH3:20].C(O[BH-](OC(=O)C)OC(=O)C)(=O)C.[Na+].Cl.CO, predict the reaction product. The product is: [NH:1]1[C:9]2[C:4](=[CH:5][C:6]([NH:10][CH:11]3[CH2:16][CH2:15][CH:14]([NH:18][CH:19]([CH3:20])[C:21]([CH3:24])([CH3:23])[CH3:22])[CH2:13][CH2:12]3)=[CH:7][CH:8]=2)[CH:3]=[N:2]1.